Dataset: Peptide-MHC class II binding affinity with 134,281 pairs from IEDB. Task: Regression. Given a peptide amino acid sequence and an MHC pseudo amino acid sequence, predict their binding affinity value. This is MHC class II binding data. (1) The peptide sequence is AWVDSGAQLGELYYA. The MHC is HLA-DPA10103-DPB10201 with pseudo-sequence HLA-DPA10103-DPB10201. The binding affinity (normalized) is 0.342. (2) The peptide sequence is AEAVKKFGYELEALA. The MHC is HLA-DQA10301-DQB10302 with pseudo-sequence HLA-DQA10301-DQB10302. The binding affinity (normalized) is 0.146. (3) The peptide sequence is DQSYLQDSDPDSFQD. The MHC is DRB1_0401 with pseudo-sequence DRB1_0401. The binding affinity (normalized) is 0.369. (4) The peptide sequence is GGACGYKDVDKPPFS. The MHC is DRB4_0101 with pseudo-sequence DRB4_0103. The binding affinity (normalized) is 0.0607. (5) The peptide sequence is LVGPTPVNIIGRDLLTQIGC. The MHC is DRB1_0802 with pseudo-sequence DRB1_0802. The binding affinity (normalized) is 0.401. (6) The peptide sequence is AFKVAATAANAAPANY. The MHC is DRB1_1201 with pseudo-sequence DRB1_1201. The binding affinity (normalized) is 0.0284. (7) The peptide sequence is QWKTANEAVQDPKFW. The binding affinity (normalized) is 0.275. The MHC is HLA-DQA10303-DQB10402 with pseudo-sequence HLA-DQA10303-DQB10402. (8) The peptide sequence is GDGKISLSELTDALR. The MHC is HLA-DQA10501-DQB10201 with pseudo-sequence HLA-DQA10501-DQB10201. The binding affinity (normalized) is 0.341. (9) The peptide sequence is AALPLLFFALAGQRI. The MHC is HLA-DQA10201-DQB10202 with pseudo-sequence HLA-DQA10201-DQB10202. The binding affinity (normalized) is 0.242.